This data is from Forward reaction prediction with 1.9M reactions from USPTO patents (1976-2016). The task is: Predict the product of the given reaction. (1) Given the reactants [CH3:1][C:2]([C:9]1[CH:14]=[CH:13][C:12]([C:15]2[CH:20]=[CH:19][C:18]([C:21]([F:24])([F:23])[F:22])=[CH:17][N:16]=2)=[CH:11][CH:10]=1)([CH3:8])[C:3]([O:5]CC)=[O:4].BrC1C=CC(C(C)(C)C(OCC)=O)=CC=1, predict the reaction product. The product is: [CH3:8][C:2]([C:9]1[CH:10]=[CH:11][C:12]([C:15]2[CH:20]=[CH:19][C:18]([C:21]([F:23])([F:24])[F:22])=[CH:17][N:16]=2)=[CH:13][CH:14]=1)([CH3:1])[C:3]([OH:5])=[O:4]. (2) Given the reactants [C:1]([NH:4][C@@H:5]([CH3:30])[CH2:6][O:7][C:8]1[N:13]=[CH:12][C:11]([NH:14][C:15]([C:17]2[CH:22]=[C:21]([F:23])[C:20]([O:24][CH2:25][CH:26]3[CH2:28][CH2:27]3)=[CH:19][N:18]=2)=[O:16])=[C:10](Cl)[CH:9]=1)(=[O:3])[CH3:2].C(=O)([O-])[O-].[K+].[K+].O, predict the reaction product. The product is: [CH:26]1([CH2:25][O:24][C:20]2[C:21]([F:23])=[CH:22][C:17]([C:15]3[O:16][C:10]4[CH:9]=[C:8]([O:7][CH2:6][C@@H:5]([NH:4][C:1](=[O:3])[CH3:2])[CH3:30])[N:13]=[CH:12][C:11]=4[N:14]=3)=[N:18][CH:19]=2)[CH2:28][CH2:27]1. (3) Given the reactants [CH3:1][O:2][C:3]1[CH:8]=[CH:7][C:6]([NH:9][C:10]2[C:19]3[C:14](=[CH:15][CH:16]=[C:17]([C:20](=[O:23])[NH:21][CH3:22])[CH:18]=3)[N:13]=[CH:12][C:11]=2[C:24]([OH:26])=[O:25])=[CH:5][CH:4]=1.[CH:27]([N:30]([CH2:34]C)[CH:31](C)C)(C)[CH3:28].ClCCN(C)C, predict the reaction product. The product is: [CH3:1][O:2][C:3]1[CH:8]=[CH:7][C:6]([NH:9][C:10]2[C:19]3[C:14](=[CH:15][CH:16]=[C:17]([C:20](=[O:23])[NH:21][CH3:22])[CH:18]=3)[N:13]=[CH:12][C:11]=2[C:24]([O:26][CH2:28][CH2:27][N:30]([CH3:34])[CH3:31])=[O:25])=[CH:5][CH:4]=1. (4) Given the reactants [N:1]1([C:6]2[CH:13]=[CH:12][CH:11]=[CH:10][C:7]=2[CH2:8][NH2:9])[CH:5]=[N:4][N:3]=[N:2]1.C([N:21]1[CH2:28][CH2:27][CH2:26][C@H:22]1[C:23]([OH:25])=[O:24])(OC(C)(C)C)=O.C(Cl)C[Cl:31], predict the reaction product. The product is: [Cl:31][C:11]1[CH:12]=[CH:13][C:6]([N:1]2[CH:5]=[N:4][N:3]=[N:2]2)=[C:7]([CH:10]=1)[CH2:8][NH:9][C:23](=[O:24])[C@@H:22]1[CH2:26][CH2:27][CH2:28][NH:21]1.[N:1]1([C:6]2[CH:13]=[CH:12][CH:11]=[CH:10][C:7]=2[CH2:8][NH:9][C:23](=[O:25])[C@@H:22]2[CH2:26][CH2:27][CH2:28][NH:21]2)[CH:5]=[N:4][N:3]=[N:2]1. (5) Given the reactants [OH:1][C:2]1[CH:3]=[C:4]([CH:7]=[CH:8][C:9]=1[O:10][CH3:11])[CH:5]=O.[CH3:12][C:13]([C:15]1[CH:20]=[C:19]([O:21][CH3:22])[C:18]([O:23][CH3:24])=[C:17]([O:25][CH3:26])[CH:16]=1)=[O:14].[OH-].[Na+].Cl, predict the reaction product. The product is: [OH:1][C:2]1[CH:3]=[C:4](/[CH:5]=[CH:12]/[C:13]([C:15]2[CH:16]=[C:17]([O:25][CH3:26])[C:18]([O:23][CH3:24])=[C:19]([O:21][CH3:22])[CH:20]=2)=[O:14])[CH:7]=[CH:8][C:9]=1[O:10][CH3:11]. (6) Given the reactants C[Si]([N-][Si](C)(C)C)(C)C.[Li+].[Br-].[Li+].[C:13]([C:17]1[S:21][C:20]2=[C:22]([C:25]3[CH:26]=[N:27][CH:28]=[CH:29][CH:30]=3)[N:23]=[CH:24][N:19]2[C:18]=1[CH2:31][O:32][Si:33]([CH2:38][CH3:39])([CH2:36][CH3:37])[CH2:34][CH3:35])(=[O:16])[CH2:14][CH3:15].C(O[C@H:44]1[NH:47][C:46](=[O:48])[C@H:45]1[C@H:49]([O:51][Si:52]([C:55]([CH3:58])([CH3:57])[CH3:56])([CH3:54])[CH3:53])[CH3:50])(=O)C.C(O)(=O)CC(CC(O)=O)(C(O)=O)O, predict the reaction product. The product is: [Si:52]([O:51][C@@H:49]([C@@H:45]1[C@@H:44]([CH:14]([CH3:15])[C:13]([C:17]2[S:21][C:20]3=[C:22]([C:25]4[CH:26]=[N:27][CH:28]=[CH:29][CH:30]=4)[N:23]=[CH:24][N:19]3[C:18]=2[CH2:31][O:32][Si:33]([CH2:34][CH3:35])([CH2:38][CH3:39])[CH2:36][CH3:37])=[O:16])[NH:47][C:46]1=[O:48])[CH3:50])([C:55]([CH3:56])([CH3:57])[CH3:58])([CH3:53])[CH3:54].